This data is from Catalyst prediction with 721,799 reactions and 888 catalyst types from USPTO. The task is: Predict which catalyst facilitates the given reaction. (1) Reactant: [N:1]1[CH:6]=[CH:5][CH:4]=[C:3]([NH:7][C:8](=[O:15])OCC(Cl)(Cl)Cl)[CH:2]=1.[C:16]1([C:22]2[CH:23]=[CH:24][C:25]([N:28]3[CH2:33][CH2:32][NH:31][CH2:30][CH2:29]3)=[N:26][CH:27]=2)[CH:21]=[CH:20][CH:19]=[CH:18][CH:17]=1.C(N(C(C)C)CC)(C)C.CS(C)=O. Product: [C:16]1([C:22]2[CH:23]=[CH:24][C:25]([N:28]3[CH2:33][CH2:32][N:31]([C:8]([NH:7][C:3]4[CH:2]=[N:1][CH:6]=[CH:5][CH:4]=4)=[O:15])[CH2:30][CH2:29]3)=[N:26][CH:27]=2)[CH:17]=[CH:18][CH:19]=[CH:20][CH:21]=1. The catalyst class is: 6. (2) Reactant: [CH3:1][N:2]([CH2:14][C:15]1[CH:20]=[CH:19][CH:18]=[C:17]([C:21]2[CH:22]=[N:23][C:24]([N:27]3[CH2:32][CH2:31][NH:30][CH2:29][CH2:28]3)=[N:25][CH:26]=2)[CH:16]=1)[C:3](=[O:13])[CH2:4][NH:5][C:6](=[O:12])[O:7][C:8]([CH3:11])([CH3:10])[CH3:9].[O:33]1[C:37](=[O:38])[CH2:36][CH2:35][C:34]1=[O:39].C([O-])([O-])=O.[K+].[K+].Cl. Product: [C:8]([O:7][C:6]([NH:5][CH2:4][C:3]([N:2]([CH2:14][C:15]1[CH:16]=[C:17]([C:21]2[CH:22]=[N:23][C:24]([N:27]3[CH2:32][CH2:31][N:30]([C:37](=[O:38])[CH2:36][CH2:35][C:34]([OH:39])=[O:33])[CH2:29][CH2:28]3)=[N:25][CH:26]=2)[CH:18]=[CH:19][CH:20]=1)[CH3:1])=[O:13])=[O:12])([CH3:11])([CH3:9])[CH3:10]. The catalyst class is: 18. (3) Reactant: Br[CH2:2][CH2:3][O:4][C:5]1[CH:10]=[CH:9][C:8]([C:11]2[C:15]3[CH:16]=[CH:17][C:18]([F:20])=[CH:19][C:14]=3[O:13][N:12]=2)=[CH:7][CH:6]=1.C(=O)([O-])[O-].[K+].[K+].[2H][C:28]1([2H])[C:33]([2H])([2H])[C:32]([2H])([2H])[N:31]([2H])[C:30]([2H])([2H])[C:29]1([2H])[2H].C(#N)C. Product: [F:20][C:18]1[CH:17]=[CH:16][C:15]2[C:11]([C:8]3[CH:9]=[CH:10][C:5]([O:4][CH2:3][CH2:2][N:31]4[CH2:32][CH2:33][CH2:28][CH2:29][CH2:30]4)=[CH:6][CH:7]=3)=[N:12][O:13][C:14]=2[CH:19]=1. The catalyst class is: 6. (4) Reactant: Br[C:2]1[CH:3]=[C:4]([CH:8]2[CH2:17][C:16]([CH3:19])([CH3:18])[C:15]3[C:10](=[CH:11][CH:12]=[C:13]([C:20]#[N:21])[CH:14]=3)[N:9]2[CH3:22])[CH:5]=[CH:6][CH:7]=1.[NH2:23][C:24]([CH3:29])([CH3:28])[C:25]([OH:27])=[O:26].C(=O)([O-])[O-].[K+].[K+]. Product: [C:20]([C:13]1[CH:14]=[C:15]2[C:10](=[CH:11][CH:12]=1)[N:9]([CH3:22])[CH:8]([C:4]1[CH:3]=[C:2]([NH:23][C:24]([CH3:29])([CH3:28])[C:25]([OH:27])=[O:26])[CH:7]=[CH:6][CH:5]=1)[CH2:17][C:16]2([CH3:19])[CH3:18])#[N:21]. The catalyst class is: 156. (5) Reactant: Cl.Br[C:3]1[C:4]2[N:5]([CH:10]=[CH:11][N:12]=2)[CH:6]=[C:7]([Cl:9])[CH:8]=1.[NH2:13][C:14]1[N:19]=[CH:18][C:17]([N:20]2[CH2:25][CH2:24][N:23]([C:26](=[O:29])[CH2:27][OH:28])[CH2:22][CH2:21]2)=[CH:16][CH:15]=1.C(=O)([O-])[O-].[Cs+].[Cs+].C1(P(C2C=CC=CC=2)C2C3OC4C(=CC=CC=4P(C4C=CC=CC=4)C4C=CC=CC=4)C(C)(C)C=3C=CC=2)C=CC=CC=1. Product: [Cl:9][C:7]1[CH:8]=[C:3]([NH:13][C:14]2[N:19]=[CH:18][C:17]([N:20]3[CH2:25][CH2:24][N:23]([C:26](=[O:29])[CH2:27][OH:28])[CH2:22][CH2:21]3)=[CH:16][CH:15]=2)[C:4]2[N:5]([CH:10]=[CH:11][N:12]=2)[CH:6]=1. The catalyst class is: 62. (6) Reactant: [N:1]([C:4]1[CH:9]=[CH:8][C:7]([NH:10][C:11]([C:13]2[CH:14]=[N:15][C:16]([NH:27][C:28](=[O:32])[NH:29][CH2:30][CH3:31])=[CH:17][C:18]=2[NH:19][C:20]2[CH:25]=[CH:24][C:23]([Cl:26])=[CH:22][CH:21]=2)=[O:12])=[CH:6][CH:5]=1)=[N+:2]=[N-:3].[C:33]([O:37][CH2:38][CH3:39])(=[O:36])[C:34]#[CH:35]. Product: [Cl:26][C:23]1[CH:24]=[CH:25][C:20]([NH:19][C:18]2[CH:17]=[C:16]([NH:27][C:28](=[O:32])[NH:29][CH2:30][CH3:31])[N:15]=[CH:14][C:13]=2[C:11]([NH:10][C:7]2[CH:6]=[CH:5][C:4]([N:1]3[CH:35]=[C:34]([C:33]([O:37][CH2:38][CH3:39])=[O:36])[N:3]=[N:2]3)=[CH:9][CH:8]=2)=[O:12])=[CH:21][CH:22]=1. The catalyst class is: 3. (7) Reactant: [CH3:1][C:2]1[CH:3]=[C:4]2[C:8](=[CH:9][CH:10]=1)[N:7]([CH2:11][CH:12]([CH3:14])[CH3:13])[CH:6]=[C:5]2[C:15]([O:17]C)=[O:16].[OH-].[Na+].C(O)(C)C.Cl. Product: [CH3:1][C:2]1[CH:3]=[C:4]2[C:8](=[CH:9][CH:10]=1)[N:7]([CH2:11][CH:12]([CH3:14])[CH3:13])[CH:6]=[C:5]2[C:15]([OH:17])=[O:16]. The catalyst class is: 100.